This data is from Reaction yield outcomes from USPTO patents with 853,638 reactions. The task is: Predict the reaction yield, written as a fraction of the theoretical maximum amount of product (1.0 means a 100% yield; for example, 0.34 means a 34% yield). (1) The reactants are O.NN.[Br:4][C:5]1[CH:13]=[CH:12][C:11]([S:14](Cl)(=[O:16])=[O:15])=[CH:10][C:6]=1[C:7]([OH:9])=[O:8].CC([O-])=O.[Na+].I[CH:24]([CH3:26])[CH3:25]. The catalyst is C1COCC1. The product is [Br:4][C:5]1[CH:13]=[CH:12][C:11]([S:14]([CH:24]([CH3:26])[CH3:25])(=[O:16])=[O:15])=[CH:10][C:6]=1[C:7]([OH:9])=[O:8]. The yield is 0.0800. (2) The reactants are C(OC(=O)[CH2:10][N:11]([C:13]1[CH:18]=[C:17]([CH3:19])[N:16]=[C:15]([NH:20][C:21]2[CH:26]=[CH:25][C:24]([N:27]3[CH:31]=[C:30]([CH3:32])[N:29]=[CH:28]3)=[C:23]([O:33][CH3:34])[CH:22]=2)[N:14]=1)[CH3:12])C1C=CC=CC=1.[CH3:36][Mg]Cl.C([O:42][CH2:43][CH3:44])(=O)C. The catalyst is O1CCCC1. The product is [CH3:34][O:33][C:23]1[CH:22]=[C:21]([NH:20][C:15]2[N:14]=[C:13]([N:11]([CH3:12])[CH2:10][C:43]([CH3:44])([OH:42])[CH3:36])[CH:18]=[C:17]([CH3:19])[N:16]=2)[CH:26]=[CH:25][C:24]=1[N:27]1[CH:31]=[C:30]([CH3:32])[N:29]=[CH:28]1. The yield is 1.00. (3) The reactants are [CH:1]1([CH2:4][N:5]2[CH2:10][CH2:9][N:8]([C:11]([NH:13][C@H:14]([C@H:20]([C:22]3[C:30]4[C:25](=[CH:26][CH:27]=[CH:28][CH:29]=4)[NH:24][CH:23]=3)[CH3:21])[C:15]([O:17]CC)=[O:16])=[O:12])[CH2:7][CH2:6]2)[CH2:3][CH2:2]1.[OH-].[Na+].Cl.[Cl-].[Na+]. The catalyst is O.C(O)C. The product is [CH:1]1([CH2:4][N:5]2[CH2:10][CH2:9][N:8]([C:11]([NH:13][C@H:14]([C@H:20]([C:22]3[C:30]4[C:25](=[CH:26][CH:27]=[CH:28][CH:29]=4)[NH:24][CH:23]=3)[CH3:21])[C:15]([OH:17])=[O:16])=[O:12])[CH2:7][CH2:6]2)[CH2:3][CH2:2]1. The yield is 0.690. (4) The reactants are [H-].[Na+].[C:3]1([NH:9][C:10]2[N:11]=[CH:12][C:13]3[CH:19]=[CH:18][C:17](=[O:20])[NH:16][C:14]=3[N:15]=2)[CH:8]=[CH:7][CH:6]=[CH:5][CH:4]=1.I[CH:22]([CH2:24][CH3:25])[CH3:23]. The catalyst is CN(C)C=O. The product is [CH:22]([N:16]1[C:14]2[N:15]=[C:10]([NH:9][C:3]3[CH:4]=[CH:5][CH:6]=[CH:7][CH:8]=3)[N:11]=[CH:12][C:13]=2[CH:19]=[CH:18][C:17]1=[O:20])([CH2:24][CH3:25])[CH3:23]. The yield is 0.120. (5) The reactants are [C:1]([C:5]1[CH:6]=[C:7]([C:10]([O:13][CH3:14])=[CH:11][N:12]=1)[C:8]#N)([CH3:4])([CH3:3])[CH3:2].[OH-:15].[Na+].[OH:17]S(O)(=O)=O. The catalyst is OP([O-])(O)=O.[K+]. The product is [C:1]([C:5]1[CH:6]=[C:7]([C:10]([O:13][CH3:14])=[CH:11][N:12]=1)[C:8]([OH:17])=[O:15])([CH3:4])([CH3:3])[CH3:2]. The yield is 0.920. (6) The reactants are [C:1]([C:4]1[CH:5]=[C:6]([N:10]([CH2:20][CH3:21])[S:11]([C:14]2[CH:19]=[CH:18][CH:17]=[CH:16][CH:15]=2)(=[O:13])=[O:12])[CH:7]=[CH:8][CH:9]=1)(=[O:3])[CH3:2].CO[CH:24](OC)[N:25]([CH3:27])[CH3:26]. The catalyst is C(OCC)(=O)C.CO. The product is [CH3:24][N:25]([CH3:27])[CH:26]=[CH:2][C:1]([C:4]1[CH:5]=[C:6]([N:10]([CH2:20][CH3:21])[S:11]([C:14]2[CH:19]=[CH:18][CH:17]=[CH:16][CH:15]=2)(=[O:13])=[O:12])[CH:7]=[CH:8][CH:9]=1)=[O:3]. The yield is 0.960. (7) The reactants are [CH2:1]([O:8][C:9]1[N:10]=[N:11][C:12](Cl)=[CH:13][CH:14]=1)[C:2]1[CH:7]=[CH:6][CH:5]=[CH:4][CH:3]=1.NC(N)=[S:18]. The catalyst is CC(CC)=O. The product is [CH2:1]([O:8][C:9]1[N:10]=[N:11][C:12]([SH:18])=[CH:13][CH:14]=1)[C:2]1[CH:7]=[CH:6][CH:5]=[CH:4][CH:3]=1. The yield is 0.150. (8) The reactants are [CH3:1][N:2]([CH3:15])[CH2:3][CH2:4][O:5][C:6]1[CH:11]=[CH:10][C:9]([N+:12]([O-])=O)=[CH:8][CH:7]=1.[H][H]. The catalyst is C(OCC)(=O)C.[Pd]. The product is [CH3:1][N:2]([CH3:15])[CH2:3][CH2:4][O:5][C:6]1[CH:11]=[CH:10][C:9]([NH2:12])=[CH:8][CH:7]=1. The yield is 1.00.